This data is from Reaction yield outcomes from USPTO patents with 853,638 reactions. The task is: Predict the reaction yield, written as a fraction of the theoretical maximum amount of product (1.0 means a 100% yield; for example, 0.34 means a 34% yield). (1) The reactants are [C:1]([C:5]1[CH:10]=[CH:9][C:8]([N+:11]([O-])=O)=[CH:7][C:6]=1[NH:14][C:15](=[O:23])[CH2:16][N:17]1[CH2:22][CH2:21][O:20][CH2:19][CH2:18]1)([CH3:4])([CH3:3])[CH3:2]. The catalyst is C(OCC)(=O)C.[Pd]. The product is [NH2:11][C:8]1[CH:9]=[CH:10][C:5]([C:1]([CH3:4])([CH3:3])[CH3:2])=[C:6]([NH:14][C:15](=[O:23])[CH2:16][N:17]2[CH2:18][CH2:19][O:20][CH2:21][CH2:22]2)[CH:7]=1. The yield is 0.270. (2) The reactants are [CH3:1][CH:2]([CH3:28])[CH:3]([NH:15][C:16]([CH:18]1[CH2:24][CH2:23][CH:22]([CH2:25][CH2:26][CH3:27])[CH2:21][CH2:20][NH:19]1)=[O:17])[CH:4]1[CH:9]([OH:10])[CH:8]([OH:11])[CH:7]([OH:12])[CH:6]([S:13][CH3:14])[O:5]1.C(O[C:32]1(O[Si](C)(C)C)[CH2:34][CH2:33]1)C.C([BH3-])#N.[Na+]. The catalyst is CO.C(O)(=O)C. The product is [CH3:1][CH:2]([CH3:28])[CH:3]([NH:15][C:16]([CH:18]1[CH2:24][CH2:23][CH:22]([CH2:25][CH2:26][CH3:27])[CH2:21][CH2:20][N:19]1[CH:32]1[CH2:34][CH2:33]1)=[O:17])[CH:4]1[CH:9]([OH:10])[CH:8]([OH:11])[CH:7]([OH:12])[CH:6]([S:13][CH3:14])[O:5]1. The yield is 0.590. (3) The reactants are [C:1]([O:5][C:6](=[O:16])[NH:7][C:8]1[S:9][CH:10]=[C:11]([C:13](=[O:15])[CH3:14])[N:12]=1)([CH3:4])([CH3:3])[CH3:2].[CH3:17][Mg]Br.[Cl-].[NH4+]. The catalyst is C(OCC)C.O1CCCC1.O. The product is [C:1]([O:5][C:6](=[O:16])[NH:7][C:8]1[S:9][CH:10]=[C:11]([C:13]([OH:15])([CH3:17])[CH3:14])[N:12]=1)([CH3:4])([CH3:2])[CH3:3]. The yield is 0.470. (4) The reactants are [NH2:1][C:2]1[CH:7]=[C:6]([CH2:8][O:9][C:10]2[C:19]3[C:14](=[CH:15][CH:16]=[CH:17][CH:18]=3)[C:13]([NH:20][C:21]([NH:23][C:24]3[N:28]([C:29]4[CH:34]=[CH:33][C:32]([CH3:35])=[CH:31][CH:30]=4)[N:27]=[C:26]([C:36]([CH3:39])([CH3:38])[CH3:37])[CH:25]=3)=[O:22])=[CH:12][CH:11]=2)[CH:5]=[CH:4][N:3]=1.CCN(C(C)C)C(C)C.[CH3:49][O:50][CH2:51][C:52](Cl)=[O:53].N. The catalyst is C(Cl)Cl.CN(C=O)C.CO. The product is [C:36]([C:26]1[CH:25]=[C:24]([NH:23][C:21](=[O:22])[NH:20][C:13]2[C:14]3[C:19](=[CH:18][CH:17]=[CH:16][CH:15]=3)[C:10]([O:9][CH2:8][C:6]3[CH:5]=[CH:4][N:3]=[C:2]([NH:1][C:52](=[O:53])[CH2:51][O:50][CH3:49])[CH:7]=3)=[CH:11][CH:12]=2)[N:28]([C:29]2[CH:30]=[CH:31][C:32]([CH3:35])=[CH:33][CH:34]=2)[N:27]=1)([CH3:39])([CH3:38])[CH3:37]. The yield is 0.490. (5) The reactants are [Cl:1][C:2]1[CH:31]=[CH:30][C:5]([CH2:6][C:7]2[N:8]=[C:9]([C:23]3[CH:28]=[CH:27][N:26]=[C:25]([CH3:29])[CH:24]=3)[S:10][C:11]=2[C:12]2[N:16]=[CH:15][N:14](C3CCCCO3)[N:13]=2)=[CH:4][CH:3]=1.Cl.O1CCOCC1. The catalyst is O1CCCC1.CO. The product is [Cl:1][C:2]1[CH:31]=[CH:30][C:5]([CH2:6][C:7]2[N:8]=[C:9]([C:23]3[CH:28]=[CH:27][N:26]=[C:25]([CH3:29])[CH:24]=3)[S:10][C:11]=2[C:12]2[NH:16][CH:15]=[N:14][N:13]=2)=[CH:4][CH:3]=1. The yield is 0.399. (6) The reactants are [I:1][C:2]1[N:3]=[C:4]([CH3:7])[NH:5][CH:6]=1.[C:8]1(B(O)O)[CH:13]=[CH:12][CH:11]=[CH:10][CH:9]=1. The catalyst is C1COCC1.[Cu].CN(CCN(C)C)C. The product is [I:1][C:2]1[N:3]=[C:4]([CH3:7])[N:5]([C:8]2[CH:13]=[CH:12][CH:11]=[CH:10][CH:9]=2)[CH:6]=1.[I:1][C:2]1[N:3]([C:8]2[CH:13]=[CH:12][CH:11]=[CH:10][CH:9]=2)[C:4]([CH3:7])=[N:5][CH:6]=1. The yield is 0.400.